Dataset: Drug-target binding data from BindingDB using IC50 measurements. Task: Regression. Given a target protein amino acid sequence and a drug SMILES string, predict the binding affinity score between them. We predict pIC50 (pIC50 = -log10(IC50 in M); higher means more potent). Dataset: bindingdb_ic50. The compound is N#C/C(=C\c1cccc(-c2ncnc3[nH]cnc23)c1)C(N)=O. The target protein sequence is MQTVGVHSIVQQLHRNSIQFTDGYEVKEDIGVGSYSVCKRCIHKATNMEFAVKIIDKSKRDPTEEIEILLRYGQHPNIITLKDVYDDGKYVYVVTELMKGGELLDKILRQKFFSEREASAVLFTITKTVEYLHAQGVVHRDLKPSNILYVDESGNPESIRICDFGFAKQLRAENGLLMTPCYTANFVAPEVLKRQGYDAACDIWSLGVLLYTMLTGYTPFANGPDDTPEEILARIGSGKFSLSGGYWNSVSDTAKDLVSKMLHVDPHQRLTAALVLRHPWIVHWDQLPQYQLNRQDAPHLVKGAMAATYSALNRNQSPVLEPVGRSTLAQRRGIKKITSTAL. The pIC50 is 5.5.